Task: Predict the reactants needed to synthesize the given product.. Dataset: Full USPTO retrosynthesis dataset with 1.9M reactions from patents (1976-2016) Given the product [C:1]([O:5][C:6](=[O:21])[NH:7][CH:8]([C:10]1[CH:15]=[C:14]([Cl:16])[C:13]([CH3:17])=[C:12]([CH:24]=[CH2:25])[C:11]=1[O:19][CH3:20])[CH3:9])([CH3:4])([CH3:3])[CH3:2], predict the reactants needed to synthesize it. The reactants are: [C:1]([O:5][C:6](=[O:21])[NH:7][CH:8]([C:10]1[CH:15]=[C:14]([Cl:16])[C:13]([CH3:17])=[C:12](Br)[C:11]=1[O:19][CH3:20])[CH3:9])([CH3:4])([CH3:3])[CH3:2].CO[CH2:24][CH2:25]OC.C(=O)([O-])[O-].[K+].[K+].N1C=CC=CC=1.C(B1OB(C=C)OB(C=C)O1)=C.